Dataset: Catalyst prediction with 721,799 reactions and 888 catalyst types from USPTO. Task: Predict which catalyst facilitates the given reaction. (1) Reactant: [S:1]1[C:5]2[CH:6]=[CH:7][CH:8]=[CH:9][C:4]=2[CH:3]=[C:2]1[CH2:10]O.CS(OS(C)(=O)=O)(=O)=O.CC(=O)OCC.[N:27]1[CH:32]=[CH:31][CH:30]=[CH:29][C:28]=1[N:33]1[CH2:38][CH2:37][NH:36][CH2:35][CH2:34]1. Product: [S:1]1[C:5]2[CH:6]=[CH:7][CH:8]=[CH:9][C:4]=2[CH:3]=[C:2]1[CH2:10][N:36]1[CH2:37][CH2:38][N:33]([C:28]2[CH:29]=[CH:30][CH:31]=[CH:32][N:27]=2)[CH2:34][CH2:35]1. The catalyst class is: 2. (2) The catalyst class is: 2. Reactant: [Br:1][C:2]1[CH:9]=[CH:8][C:7]([Cl:10])=[CH:6][C:3]=1[CH2:4]O.C(N(S(F)(F)[F:17])CC)C.C(=O)(O)[O-].[Na+]. Product: [Br:1][C:2]1[CH:9]=[CH:8][C:7]([Cl:10])=[CH:6][C:3]=1[CH2:4][F:17]. (3) Reactant: [CH3:1][CH2:2][O:3][C:4]([CH:6](P(OCC)(OCC)=O)[CH3:7])=[O:5].CC(C)([O-])C.[K+].[O:22]1[CH2:25][C:24](=O)[CH2:23]1. Product: [O:22]1[CH2:25][C:24](=[C:6]([CH3:7])[C:4]([O:3][CH2:2][CH3:1])=[O:5])[CH2:23]1. The catalyst class is: 1. (4) Reactant: [C:1]([O:5][C:6]([N:8]1[CH2:13][CH2:12][CH:11]([CH:14]([OH:24])[CH2:15][C:16]2[C:21]([Cl:22])=[CH:20][N:19]=[C:18](Cl)[N:17]=2)[CH2:10][CH2:9]1)=[O:7])([CH3:4])([CH3:3])[CH3:2].Cl.[CH3:26][S:27]([N:30]1[CH2:35][CH2:34][NH:33][CH2:32][CH2:31]1)(=[O:29])=[O:28].C(=O)([O-])[O-].[K+].[K+].CN(C)C=O. Product: [C:1]([O:5][C:6]([N:8]1[CH2:13][CH2:12][CH:11]([CH:14]([OH:24])[CH2:15][C:16]2[C:21]([Cl:22])=[CH:20][N:19]=[C:18]([N:33]3[CH2:34][CH2:35][N:30]([S:27]([CH3:26])(=[O:29])=[O:28])[CH2:31][CH2:32]3)[N:17]=2)[CH2:10][CH2:9]1)=[O:7])([CH3:4])([CH3:3])[CH3:2]. The catalyst class is: 13. (5) Reactant: [OH:1][C:2]1[C:3]([C:19]([NH:21][CH2:22][C:23]([O:25]CC)=[O:24])=[O:20])=[C:4]2[C:9](=[CH:10][CH:11]=1)[NH:8][C:7](=[O:12])[C:6]([C:13]1[CH:18]=[CH:17][CH:16]=[CH:15][CH:14]=1)=[N:5]2.[OH-].[Na+]. Product: [OH:1][C:2]1[C:3]([C:19]([NH:21][CH2:22][C:23]([OH:25])=[O:24])=[O:20])=[C:4]2[C:9](=[CH:10][CH:11]=1)[NH:8][C:7](=[O:12])[C:6]([C:13]1[CH:18]=[CH:17][CH:16]=[CH:15][CH:14]=1)=[N:5]2. The catalyst class is: 8. (6) Reactant: [N:1]1[C:5]2[CH:6]=[CH:7][CH:8]=[CH:9][C:4]=2[NH:3][C:2]=1[C:10]([OH:12])=O.CN(C(ON1N=[N:28][C:23]2[CH:24]=[CH:25][CH:26]=[CH:27][C:22]1=2)=[N+](C)C)C.[B-](F)(F)(F)F.[CH:35]1[CH:36]=[CH:37]C2N(O)N=[N:41][C:39]=2[CH:40]=1.[CH3:45]CN(C(C)C)C(C)C.[OH2:54]. Product: [N:41]1[CH:37]=[CH:36][CH:35]=[C:40]([O:54][C:26]2[CH:27]=[CH:22][C:23]([NH:28][C:10]([C:2]3[NH:1][C:5]4[CH:6]=[CH:7][C:8]([CH3:45])=[CH:9][C:4]=4[N:3]=3)=[O:12])=[CH:24][CH:25]=2)[CH:39]=1. The catalyst class is: 3. (7) Reactant: [CH2:1]([Mg]Br)[CH:2]=[CH2:3].[CH3:6][C:7]1([CH3:16])[CH2:12][C:11]([CH3:14])([CH3:13])[CH2:10][C:9](=[O:15])[CH2:8]1.[NH4+].[Cl-]. Product: [CH2:3]([C:9]1([OH:15])[CH2:10][C:11]([CH3:14])([CH3:13])[CH2:12][C:7]([CH3:16])([CH3:6])[CH2:8]1)[CH:2]=[CH2:1]. The catalyst class is: 28.